Dataset: Full USPTO retrosynthesis dataset with 1.9M reactions from patents (1976-2016). Task: Predict the reactants needed to synthesize the given product. (1) Given the product [C:20]([O:1]/[N:2]=[C:3](/[C:5]1[CH:6]=[CH:7][C:8]([NH:11][C:12](=[O:19])[CH2:13][CH2:14][C:15]([O:17][CH3:18])=[O:16])=[N:9][CH:10]=1)\[NH2:4])(=[O:22])[CH3:21], predict the reactants needed to synthesize it. The reactants are: [OH:1]/[N:2]=[C:3](/[C:5]1[CH:6]=[CH:7][C:8]([NH:11][C:12](=[O:19])[CH2:13][CH2:14][C:15]([O:17][CH3:18])=[O:16])=[N:9][CH:10]=1)\[NH2:4].[C:20](OC(=O)C)(=[O:22])[CH3:21]. (2) Given the product [C:25]([C:15]1[CH:14]=[C:13]([C:12]#[C:11][C:8]2[CH:9]=[CH:10][C:5]([CH2:4][C:3]([OH:29])=[O:2])=[CH:6][CH:7]=2)[CH:18]=[C:17]([C:19]([CH3:22])([CH3:21])[CH3:20])[C:16]=1[O:23][CH3:24])([CH3:26])([CH3:27])[CH3:28], predict the reactants needed to synthesize it. The reactants are: C[O:2][C:3](=[O:29])[CH2:4][C:5]1[CH:10]=[CH:9][C:8]([C:11]#[C:12][C:13]2[CH:18]=[C:17]([C:19]([CH3:22])([CH3:21])[CH3:20])[C:16]([O:23][CH3:24])=[C:15]([C:25]([CH3:28])([CH3:27])[CH3:26])[CH:14]=2)=[CH:7][CH:6]=1.[OH-].[Na+].C(O)C.O. (3) Given the product [Br:15][C:16]1[CH:17]=[CH:18][C:19]([N:23]2[CH2:24][CH2:25][O:26][CH2:27][CH2:28]2)=[C:20]([NH:22][C:2]2[C:11]3[C:6](=[C:7]([Cl:12])[CH:8]=[CH:9][CH:10]=3)[N:5]=[C:4]([CH3:13])[C:3]=2[CH3:14])[CH:21]=1, predict the reactants needed to synthesize it. The reactants are: Cl[C:2]1[C:11]2[C:6](=[C:7]([Cl:12])[CH:8]=[CH:9][CH:10]=2)[N:5]=[C:4]([CH3:13])[C:3]=1[CH3:14].[Br:15][C:16]1[CH:17]=[CH:18][C:19]([N:23]2[CH2:28][CH2:27][O:26][CH2:25][CH2:24]2)=[C:20]([NH2:22])[CH:21]=1.Cl.O1CCOCC1. (4) Given the product [Cl:19][C:14]1[CH:13]=[C:12]([CH:4]([CH2:5][CH:6]2[CH2:10][CH2:9][CH:8]([OH:11])[CH2:7]2)[C:3]([NH:21][C:22]2[S:23][CH:24]=[CH:25][N:26]=2)=[O:20])[CH:17]=[CH:16][C:15]=1[Cl:18], predict the reactants needed to synthesize it. The reactants are: CO[C:3](=[O:20])[CH:4]([C:12]1[CH:17]=[CH:16][C:15]([Cl:18])=[C:14]([Cl:19])[CH:13]=1)[CH2:5][CH:6]1[CH2:10][CH2:9][CH:8]([OH:11])[CH2:7]1.[NH2:21][C:22]1[S:23][CH:24]=[CH:25][N:26]=1.C[O-].[Mg+2].C[O-].CO. (5) Given the product [Br:33][CH2:20][C:17]1[CH:18]=[CH:19][C:14]([CH:6]([CH:1]2[CH2:5][CH2:4][CH2:3][CH2:2]2)[C:7]([O:9][C:10]([CH3:12])([CH3:11])[CH3:13])=[O:8])=[CH:15][CH:16]=1, predict the reactants needed to synthesize it. The reactants are: [CH:1]1([CH:6]([C:14]2[CH:19]=[CH:18][C:17]([CH3:20])=[CH:16][CH:15]=2)[C:7]([O:9][C:10]([CH3:13])([CH3:12])[CH3:11])=[O:8])[CH2:5][CH2:4][CH2:3][CH2:2]1.N(C(C)(C)C#N)=NC(C)(C)C#N.[Br:33]N1C(=O)CCC1=O. (6) The reactants are: [Cl:1][C:2]1[CH:22]=[C:21]([Cl:23])[CH:20]=[CH:19][C:3]=1[CH2:4][N:5]([CH3:18])[CH2:6][CH:7]([C:9]1[CH:14]=[CH:13][CH:12]=[C:11]([N+:15]([O-:17])=[O:16])[CH:10]=1)O.[OH-].[Na+]. Given the product [Cl:23][C:21]1[CH:20]=[C:19]2[C:3](=[C:2]([Cl:1])[CH:22]=1)[CH2:4][N:5]([CH3:18])[CH2:6][CH:7]2[C:9]1[CH:14]=[CH:13][CH:12]=[C:11]([N+:15]([O-:17])=[O:16])[CH:10]=1, predict the reactants needed to synthesize it. (7) Given the product [C:18]1([CH:7]([C:1]2[CH:2]=[CH:3][CH:4]=[CH:5][CH:6]=2)[N:8]2[CH2:9][CH:10]([N:12]3[CH2:17][CH2:16][N:15]([C:30](=[O:33])[CH2:31][CH3:32])[CH2:14][CH2:13]3)[CH2:11]2)[CH:23]=[CH:22][CH:21]=[CH:20][CH:19]=1, predict the reactants needed to synthesize it. The reactants are: [C:1]1([CH:7]([C:18]2[CH:23]=[CH:22][CH:21]=[CH:20][CH:19]=2)[N:8]2[CH2:11][CH:10]([N:12]3[CH2:17][CH2:16][NH:15][CH2:14][CH2:13]3)[CH2:9]2)[CH:6]=[CH:5][CH:4]=[CH:3][CH:2]=1.C([O-])([O-])=O.[K+].[K+].[C:30](Cl)(=[O:33])[CH2:31][CH3:32]. (8) Given the product [OH:13][C@@H:14]([CH2:19][O:20][C@H:21]([CH3:34])[CH2:22][O:23][Si:24]([CH:28]([CH3:30])[CH3:29])([CH:31]([CH3:33])[CH3:32])[CH:25]([CH3:26])[CH3:27])[C:15]([NH:12][C:9]1[CH:8]=[N:7][C:6]([CH3:5])=[CH:11][N:10]=1)=[O:16], predict the reactants needed to synthesize it. The reactants are: C[Al](C)C.[CH3:5][C:6]1[N:7]=[CH:8][C:9]([NH2:12])=[N:10][CH:11]=1.[OH:13][C@H:14]([CH2:19][O:20][C@@H:21]([CH3:34])[CH2:22][O:23][Si:24]([CH:31]([CH3:33])[CH3:32])([CH:28]([CH3:30])[CH3:29])[CH:25]([CH3:27])[CH3:26])[C:15](OC)=[O:16].[C@H](O)(C([O-])=O)[C@@H](O)C([O-])=O.[Na+].[K+]. (9) Given the product [Br:1][CH2:2][CH2:3][CH2:4][CH2:5][CH2:6][CH:7]1[CH2:8][O:17]1, predict the reactants needed to synthesize it. The reactants are: [Br:1][CH2:2][CH2:3][CH2:4][CH2:5][CH2:6][CH:7]=[CH2:8].ClC1C=CC=C(C(OO)=[O:17])C=1.C(OCC)C.S([O-])([O-])(=O)=S.[Na+].[Na+]. (10) The reactants are: [C:1]([C@@H:4]1[CH2:9][N:8]([CH2:10][C:11]2[CH:16]=[CH:15][C:14]([F:17])=[CH:13][CH:12]=2)[CH2:7][CH2:6][N:5]1[C:18](=[O:32])/[CH:19]=[CH:20]/[C:21]1C=CC(Cl)=C[C:22]=1[NH:28]C(=O)C)(=O)[CH3:2].[ClH:33].[NH2:34][OH:35].C[OH:37]. Given the product [Cl:33][CH:7]1[CH2:6][N:5]([C:18](=[O:32])/[CH:19]=[CH:20]/[CH2:21][C:22]([NH2:28])=[O:37])[C@H:4]([C:1](=[N:34][OH:35])[CH3:2])[CH2:9][N:8]1[CH2:10][C:11]1[CH:16]=[CH:15][C:14]([F:17])=[CH:13][CH:12]=1, predict the reactants needed to synthesize it.